From a dataset of Full USPTO retrosynthesis dataset with 1.9M reactions from patents (1976-2016). Predict the reactants needed to synthesize the given product. (1) Given the product [Br:12][CH2:13][CH2:14][CH2:15][C:16]([O:11][CH2:10][CH2:9][NH:8][C:1]([O:3][C:4]([CH3:5])([CH3:6])[CH3:7])=[O:2])=[O:17], predict the reactants needed to synthesize it. The reactants are: [C:1]([NH:8][CH2:9][CH2:10][OH:11])([O:3][C:4]([CH3:7])([CH3:6])[CH3:5])=[O:2].[Br:12][CH2:13][CH2:14][CH2:15][C:16](O)=[O:17].CCN=C=NCCCN(C)C. (2) The reactants are: [C:1]([O:5][C:6](=[O:24])[NH:7][C:8]1[CH:13]=[C:12]([NH:14][CH2:15][CH:16]([CH3:18])[CH3:17])[C:11]([C:19]([F:22])([F:21])[F:20])=[CH:10][C:9]=1[NH2:23])([CH3:4])([CH3:3])[CH3:2].C([O:29][C:30](=O)[CH2:31][C:32]([C:34]1[CH:39]=[CH:38][CH:37]=[C:36]([N:40]2[CH:44]=[CH:43][N:42]=[CH:41]2)[CH:35]=1)=[O:33])(C)(C)C. Given the product [C:1]([O:5][C:6](=[O:24])[NH:7][C:8]1[CH:13]=[C:12]([NH:14][CH2:15][CH:16]([CH3:17])[CH3:18])[C:11]([C:19]([F:22])([F:21])[F:20])=[CH:10][C:9]=1[NH:23][C:30](=[O:29])[CH2:31][C:32]([C:34]1[CH:39]=[CH:38][CH:37]=[C:36]([N:40]2[CH:44]=[CH:43][N:42]=[CH:41]2)[CH:35]=1)=[O:33])([CH3:3])([CH3:4])[CH3:2], predict the reactants needed to synthesize it. (3) Given the product [CH2:18]([N:24]1[C:25](=[O:30])[CH:26]2[CH:27]([C:4]2([C:7]2[CH:12]=[CH:11][CH:10]=[C:9]([N+:13]([O-:15])=[O:14])[CH:8]=2)[CH2:3][C:2]([F:17])([F:16])[F:1])[C:28]1=[O:29])[CH2:19][CH2:20][CH2:21][CH2:22][CH3:23], predict the reactants needed to synthesize it. The reactants are: [F:1][C:2]([F:17])([F:16])[CH2:3][C:4]([C:7]1[CH:12]=[CH:11][CH:10]=[C:9]([N+:13]([O-:15])=[O:14])[CH:8]=1)=NN.[CH2:18]([N:24]1[C:28](=[O:29])[CH:27]=[CH:26][C:25]1=[O:30])[CH2:19][CH2:20][CH2:21][CH2:22][CH3:23]. (4) Given the product [Cl:29][C:30]1[CH:31]=[C:32]([C:2]2[CH:3]([C:14]3[CH:19]=[CH:18][C:17]([O:20][CH2:21][CH2:22][N:23]4[CH2:26][CH:25]([CH2:27][F:28])[CH2:24]4)=[CH:16][CH:15]=3)[O:4][C:5]3[C:10]([C:11]=2[CH3:12])=[CH:9][C:8]([OH:13])=[CH:7][CH:6]=3)[CH:33]=[CH:34][C:35]=1[C:36]#[N:37], predict the reactants needed to synthesize it. The reactants are: Br[C:2]1[CH:3]([C:14]2[CH:19]=[CH:18][C:17]([O:20][CH2:21][CH2:22][N:23]3[CH2:26][CH:25]([CH2:27][F:28])[CH2:24]3)=[CH:16][CH:15]=2)[O:4][C:5]2[C:10]([C:11]=1[CH3:12])=[CH:9][C:8]([OH:13])=[CH:7][CH:6]=2.[Cl:29][C:30]1[CH:31]=[C:32](B(O)O)[CH:33]=[CH:34][C:35]=1[C:36]#[N:37].